From a dataset of Full USPTO retrosynthesis dataset with 1.9M reactions from patents (1976-2016). Predict the reactants needed to synthesize the given product. (1) Given the product [CH3:14][C:15]1[CH:20]=[C:19]([N+:21]([O-:23])=[O:22])[CH:18]=[CH:17][C:16]=1[N:24]=[C:25]1[S:26][CH2:8][C:2]2([CH2:7][CH2:6][CH2:5][CH2:4][CH2:3]2)[NH:1]1, predict the reactants needed to synthesize it. The reactants are: [NH2:1][C:2]1([CH2:8]O)[CH2:7][CH2:6][CH2:5][CH2:4][CH2:3]1.O=S(Cl)Cl.[CH3:14][C:15]1[CH:20]=[C:19]([N+:21]([O-:23])=[O:22])[CH:18]=[CH:17][C:16]=1[N:24]=[C:25]=[S:26]. (2) Given the product [NH2:18][C:4]1[N:3]=[C:2]([NH:19][C:20]2[CH:25]=[CH:24][C:23]([S:26]([NH2:29])(=[O:27])=[O:28])=[CH:22][CH:21]=2)[CH:7]=[C:6]([C:8]2[CH:13]=[C:12]([Cl:14])[CH:11]=[CH:10][C:9]=2[O:15][CH2:16][CH3:17])[N:5]=1, predict the reactants needed to synthesize it. The reactants are: Cl[C:2]1[CH:7]=[C:6]([C:8]2[CH:13]=[C:12]([Cl:14])[CH:11]=[CH:10][C:9]=2[O:15][CH2:16][CH3:17])[N:5]=[C:4]([NH2:18])[N:3]=1.[NH2:19][C:20]1[CH:25]=[CH:24][C:23]([S:26]([NH2:29])(=[O:28])=[O:27])=[CH:22][CH:21]=1. (3) The reactants are: [Cl:1][C:2]1[CH:3]=[C:4]2[CH:10]=[N:9][NH:8][C:5]2=[CH:6][N:7]=1.[I:11]I.[OH-].[K+]. Given the product [Cl:1][C:2]1[CH:3]=[CH:4][C:10]2[NH:9][N:8]=[C:5]([I:11])[C:6]=2[N:7]=1, predict the reactants needed to synthesize it.